This data is from Reaction yield outcomes from USPTO patents with 853,638 reactions. The task is: Predict the reaction yield, written as a fraction of the theoretical maximum amount of product (1.0 means a 100% yield; for example, 0.34 means a 34% yield). (1) The reactants are [Br:1][C:2]1[C:3](=[O:19])[NH:4][C:5]([CH3:18])=[CH:6][C:7]=1[O:8][CH2:9][C:10]1[CH:15]=[CH:14][C:13]([F:16])=[CH:12][C:11]=1[F:17].C(=O)([O-])[O-].[Cs+].[Cs+].Cl[CH2:27][CH2:28][N:29]1[CH2:34][CH2:33][O:32][CH2:31][CH2:30]1.O. The catalyst is C(#N)C. The product is [Br:1][C:2]1[C:3](=[O:19])[N:4]([CH2:27][CH2:28][N:29]2[CH2:34][CH2:33][O:32][CH2:31][CH2:30]2)[C:5]([CH3:18])=[CH:6][C:7]=1[O:8][CH2:9][C:10]1[CH:15]=[CH:14][C:13]([F:16])=[CH:12][C:11]=1[F:17]. The yield is 0.300. (2) The reactants are [CH2:1]([N:4]1[C:8]2[CH:9]=[C:10]([NH2:13])[CH:11]=[CH:12][C:7]=2[N:6]=[CH:5]1)[CH2:2][CH3:3].[Br:14]Br.N.CO.C(Cl)Cl. The catalyst is CC(O)=O. The product is [CH2:1]([N:4]1[C:8]2[C:9]([Br:14])=[C:10]([NH2:13])[CH:11]=[CH:12][C:7]=2[N:6]=[CH:5]1)[CH2:2][CH3:3]. The yield is 0.370.